The task is: Predict the reaction yield, written as a fraction of the theoretical maximum amount of product (1.0 means a 100% yield; for example, 0.34 means a 34% yield).. This data is from Reaction yield outcomes from USPTO patents with 853,638 reactions. The reactants are Br[C:2]1[CH:3]=[C:4]2[C:8](=[CH:9][CH:10]=1)[C:7](=[C:11]1[C:19]3[C:14](=[CH:15][CH:16]=[CH:17][CH:18]=3)[NH:13][C:12]1=[O:20])[O:6][CH2:5]2.[CH3:21][N:22]([CH3:26])[CH2:23][C:24]#[CH:25].C(N(CC)CC)C. The catalyst is CN(C=O)C.CO.[Cu]I.C1C=CC([P]([Pd]([P](C2C=CC=CC=2)(C2C=CC=CC=2)C2C=CC=CC=2)([P](C2C=CC=CC=2)(C2C=CC=CC=2)C2C=CC=CC=2)[P](C2C=CC=CC=2)(C2C=CC=CC=2)C2C=CC=CC=2)(C2C=CC=CC=2)C2C=CC=CC=2)=CC=1. The product is [CH3:21][N:22]([CH3:26])[CH2:23][C:24]#[C:25][C:2]1[CH:3]=[C:4]2[C:8](=[CH:9][CH:10]=1)[C:7](=[C:11]1[C:19]3[C:14](=[CH:15][CH:16]=[CH:17][CH:18]=3)[NH:13][C:12]1=[O:20])[O:6][CH2:5]2. The yield is 0.680.